This data is from NCI-60 drug combinations with 297,098 pairs across 59 cell lines. The task is: Regression. Given two drug SMILES strings and cell line genomic features, predict the synergy score measuring deviation from expected non-interaction effect. (1) Drug 1: CC12CCC3C(C1CCC2NC(=O)OCC(F)(F)F)CCC4C3(C=CC(=O)N4C)C. Drug 2: C1=CN(C(=O)N=C1N)C2C(C(C(O2)CO)O)(F)F. Cell line: HT29. Synergy scores: CSS=42.2, Synergy_ZIP=3.54, Synergy_Bliss=3.28, Synergy_Loewe=-3.73, Synergy_HSA=4.64. (2) Drug 1: C1=NC2=C(N1)C(=S)N=C(N2)N. Synergy scores: CSS=4.83, Synergy_ZIP=-1.80, Synergy_Bliss=0.319, Synergy_Loewe=-4.22, Synergy_HSA=-0.403. Drug 2: C1CNP(=O)(OC1)N(CCCl)CCCl. Cell line: SNB-19. (3) Drug 1: CC1=C(C=C(C=C1)NC(=O)C2=CC=C(C=C2)CN3CCN(CC3)C)NC4=NC=CC(=N4)C5=CN=CC=C5. Drug 2: C(CCl)NC(=O)N(CCCl)N=O. Cell line: NCIH23. Synergy scores: CSS=7.26, Synergy_ZIP=-3.29, Synergy_Bliss=-0.427, Synergy_Loewe=1.26, Synergy_HSA=-0.0367. (4) Drug 1: CC12CCC3C(C1CCC2O)C(CC4=C3C=CC(=C4)O)CCCCCCCCCS(=O)CCCC(C(F)(F)F)(F)F. Drug 2: C1CN(CCN1C(=O)CCBr)C(=O)CCBr. Cell line: NCI-H522. Synergy scores: CSS=24.1, Synergy_ZIP=-6.57, Synergy_Bliss=-3.93, Synergy_Loewe=-1.99, Synergy_HSA=-0.669. (5) Cell line: NCI-H226. Synergy scores: CSS=2.36, Synergy_ZIP=4.53, Synergy_Bliss=5.04, Synergy_Loewe=2.80, Synergy_HSA=2.55. Drug 2: C1=CC=C(C(=C1)C(C2=CC=C(C=C2)Cl)C(Cl)Cl)Cl. Drug 1: CN(C)C1=NC(=NC(=N1)N(C)C)N(C)C. (6) Drug 1: C1CCN(CC1)CCOC2=CC=C(C=C2)C(=O)C3=C(SC4=C3C=CC(=C4)O)C5=CC=C(C=C5)O. Drug 2: CC1=C2C(C(=O)C3(C(CC4C(C3C(C(C2(C)C)(CC1OC(=O)C(C(C5=CC=CC=C5)NC(=O)C6=CC=CC=C6)O)O)OC(=O)C7=CC=CC=C7)(CO4)OC(=O)C)O)C)OC(=O)C. Cell line: UACC62. Synergy scores: CSS=55.0, Synergy_ZIP=-1.64, Synergy_Bliss=-3.67, Synergy_Loewe=-48.1, Synergy_HSA=-3.97. (7) Drug 1: C1=CN(C(=O)N=C1N)C2C(C(C(O2)CO)O)O.Cl. Drug 2: CC1CCC2CC(C(=CC=CC=CC(CC(C(=O)C(C(C(=CC(C(=O)CC(OC(=O)C3CCCCN3C(=O)C(=O)C1(O2)O)C(C)CC4CCC(C(C4)OC)OCCO)C)C)O)OC)C)C)C)OC. Cell line: IGROV1. Synergy scores: CSS=8.28, Synergy_ZIP=-3.21, Synergy_Bliss=0.731, Synergy_Loewe=-30.3, Synergy_HSA=-3.58.